From a dataset of Full USPTO retrosynthesis dataset with 1.9M reactions from patents (1976-2016). Predict the reactants needed to synthesize the given product. (1) Given the product [C:1]([NH:16][C@H:17]([C:23]([O-:25])=[O:24])[CH2:18][CH2:19][C:20]([O-:22])=[O:21])(=[O:15])[CH2:2][CH2:3][CH2:4][CH2:5][CH2:6][CH2:7][CH2:8][CH2:9][CH2:10][CH2:11][CH2:12][CH2:13][CH3:14].[Al+3:29].[C:1]([NH:16][C@H:17]([C:23]([O-:25])=[O:24])[CH2:18][CH2:19][C:20]([O-:22])=[O:21])(=[O:15])[CH2:2][CH2:3][CH2:4][CH2:5][CH2:6][CH2:7][CH2:8][CH2:9][CH2:10][CH2:11][CH2:12][CH2:13][CH3:14].[C:1]([NH:16][C@H:17]([C:23]([O-:25])=[O:24])[CH2:18][CH2:19][C:20]([O-:22])=[O:21])(=[O:15])[CH2:2][CH2:3][CH2:4][CH2:5][CH2:6][CH2:7][CH2:8][CH2:9][CH2:10][CH2:11][CH2:12][CH2:13][CH3:14].[Al+3:29], predict the reactants needed to synthesize it. The reactants are: [C:1]([NH:16][C@H:17]([C:23]([O-:25])=[O:24])[CH2:18][CH2:19][C:20]([O-:22])=[O:21])(=[O:15])[CH2:2][CH2:3][CH2:4][CH2:5][CH2:6][CH2:7][CH2:8][CH2:9][CH2:10][CH2:11][CH2:12][CH2:13][CH3:14].[Na+].[Na+].[Cl-].[Al+3:29].[Cl-].[Cl-].OCC(CO)O. (2) Given the product [CH3:34][O:33][CH2:32]/[CH:31]=[CH:30]/[C:8]1[C:5]2[CH:6]=[N:7][C:2]([NH:46][C:44]([NH:43][C@@H:41]([C:35]3[CH:40]=[CH:39][CH:38]=[CH:37][CH:36]=3)[CH3:42])=[O:45])=[CH:3][C:4]=2[N:10]([C:11]([C:24]2[CH:25]=[CH:26][CH:27]=[CH:28][CH:29]=2)([C:12]2[CH:13]=[CH:14][CH:15]=[CH:16][CH:17]=2)[C:18]2[CH:19]=[CH:20][CH:21]=[CH:22][CH:23]=2)[N:9]=1, predict the reactants needed to synthesize it. The reactants are: Cl[C:2]1[N:7]=[CH:6][C:5]2[C:8](/[CH:30]=[CH:31]/[CH2:32][O:33][CH3:34])=[N:9][N:10]([C:11]([C:24]3[CH:29]=[CH:28][CH:27]=[CH:26][CH:25]=3)([C:18]3[CH:23]=[CH:22][CH:21]=[CH:20][CH:19]=3)[C:12]3[CH:17]=[CH:16][CH:15]=[CH:14][CH:13]=3)[C:4]=2[CH:3]=1.[C:35]1([C@H:41]([NH:43][C:44]([NH2:46])=[O:45])[CH3:42])[CH:40]=[CH:39][CH:38]=[CH:37][CH:36]=1.C([O-])([O-])=O.[Cs+].[Cs+]. (3) Given the product [C:19]([O:23][C:24]([N:26]1[CH2:31][CH2:30][N:29]([C:32]2[CH:33]=[CH:34][C:35]([NH:38][C:12]([C:10]3[N:11]=[C:7]([C:1]4[CH:2]=[CH:3][CH:4]=[CH:5][CH:6]=4)[O:8][C:9]=3[C:15]([F:18])([F:17])[F:16])=[O:14])=[CH:36][CH:37]=2)[CH2:28][CH2:27]1)=[O:25])([CH3:22])([CH3:20])[CH3:21], predict the reactants needed to synthesize it. The reactants are: [C:1]1([C:7]2[O:8][C:9]([C:15]([F:18])([F:17])[F:16])=[C:10]([C:12]([OH:14])=O)[N:11]=2)[CH:6]=[CH:5][CH:4]=[CH:3][CH:2]=1.[C:19]([O:23][C:24]([N:26]1[CH2:31][CH2:30][N:29]([C:32]2[CH:37]=[CH:36][C:35]([NH2:38])=[CH:34][CH:33]=2)[CH2:28][CH2:27]1)=[O:25])([CH3:22])([CH3:21])[CH3:20].C(N(CC)CC)C.F[P-](F)(F)(F)(F)F.N1(O[P+](N(C)C)(N(C)C)N(C)C)C2C=CC=CC=2N=N1. (4) Given the product [NH2:1][C:4]1[CH:5]=[C:6]([N:23]([C:31]2[N:36]=[C:35]([C:37]([F:38])([F:39])[F:40])[CH:34]=[CH:33][N:32]=2)[C:24](=[O:30])[O:25][C:26]([CH3:28])([CH3:29])[CH3:27])[CH:7]=[C:8]([C:10]2[S:14][C:13]([N:15]3[CH2:21][CH2:20][CH2:19][NH:18][C:17](=[O:22])[CH2:16]3)=[N:12][CH:11]=2)[CH:9]=1, predict the reactants needed to synthesize it. The reactants are: [N+:1]([C:4]1[CH:5]=[C:6]([N:23]([C:31]2[N:36]=[C:35]([C:37]([F:40])([F:39])[F:38])[CH:34]=[CH:33][N:32]=2)[C:24](=[O:30])[O:25][C:26]([CH3:29])([CH3:28])[CH3:27])[CH:7]=[C:8]([C:10]2[S:14][C:13]([N:15]3[CH2:21][CH2:20][CH2:19][NH:18][C:17](=[O:22])[CH2:16]3)=[N:12][CH:11]=2)[CH:9]=1)([O-])=O.[Cl-].[NH4+].CN(C=O)C.C(OCC)(=O)C.CCCCCC. (5) Given the product [Cl:12][C:9]1[C:10]2[C:5](=[CH:4][CH:3]=[C:2]([OH:14])[CH:11]=2)[CH:6]=[CH:7][N:8]=1, predict the reactants needed to synthesize it. The reactants are: Br[C:2]1[CH:11]=[C:10]2[C:5]([CH:6]=[CH:7][N:8]=[C:9]2[Cl:12])=[CH:4][CH:3]=1.B1(B2OC(C)(C)C(C)(C)O2)OC(C)(C)C(C)(C)[O:14]1.C([O-])(=O)C.[K+].OOS([O-])=O.[K+]. (6) Given the product [CH3:32][N:33]([CH3:55])[C:34]([C:35]1[CH:40]=[C:39]([C:41]2[CH:46]=[CH:45][CH:44]=[CH:43][CH:42]=2)[CH:38]=[CH:37][C:36]=1[CH2:47][N:48]1[CH2:53][CH2:52][N:51]([C:5]([O:20][CH:15]([C:16]([F:19])([F:18])[F:17])[C:14]([F:22])([F:21])[F:13])=[O:11])[CH2:50][CH2:49]1)=[O:54], predict the reactants needed to synthesize it. The reactants are: ClC(Cl)(O[C:5](=[O:11])OC(Cl)(Cl)Cl)Cl.[F:13][C:14]([F:22])([F:21])[CH:15]([OH:20])[C:16]([F:19])([F:18])[F:17].C(N(CC)C(C)C)(C)C.[CH3:32][N:33]([CH3:55])[C:34](=[O:54])[C:35]1[CH:40]=[C:39]([C:41]2[CH:46]=[CH:45][CH:44]=[CH:43][CH:42]=2)[CH:38]=[CH:37][C:36]=1[CH2:47][N:48]1[CH2:53][CH2:52][NH:51][CH2:50][CH2:49]1.